From a dataset of Full USPTO retrosynthesis dataset with 1.9M reactions from patents (1976-2016). Predict the reactants needed to synthesize the given product. Given the product [C:1]1([CH:7]([N:9]2[CH2:13][CH2:12][CH:11]([CH2:14][N:39]3[C:35](=[O:45])[C:36]4[C:37](=[CH:41][CH:42]=[CH:43][CH:44]=4)[C:38]3=[O:40])[CH2:10]2)[CH3:8])[CH:2]=[CH:3][CH:4]=[CH:5][CH:6]=1, predict the reactants needed to synthesize it. The reactants are: [C:1]1([CH:7]([N:9]2[CH2:13][CH2:12][CH:11]([CH2:14]O)[CH2:10]2)[CH3:8])[CH:6]=[CH:5][CH:4]=[CH:3][CH:2]=1.C1(P(C2C=CC=CC=2)C2C=CC=CC=2)C=CC=CC=1.[C:35]1(=[O:45])[NH:39][C:38](=[O:40])[C:37]2=[CH:41][CH:42]=[CH:43][CH:44]=[C:36]12.CC(OC(/N=N/C(OC(C)C)=O)=O)C.